This data is from Forward reaction prediction with 1.9M reactions from USPTO patents (1976-2016). The task is: Predict the product of the given reaction. Given the reactants Cl[C:2]1[C:11]2[CH:12]=[CH:13][N:14]=[C:15]([O:16]CC)[C:10]=2[C:9]2[C:4](=[CH:5][CH:6]=[N:7][CH:8]=2)[N:3]=1.ClC1C2C=CN=C(Cl)C=2C2C(=CC=NC=2)N=1.[Cl:35][C:36]1[CH:42]=[C:41]([I:43])[CH:40]=[C:39]([Cl:44])[C:37]=1[NH2:38], predict the reaction product. The product is: [Cl:35][C:36]1[CH:42]=[C:41]([I:43])[CH:40]=[C:39]([Cl:44])[C:37]=1[NH:38][C:2]1[C:11]2[CH:12]=[CH:13][NH:14][C:15](=[O:16])[C:10]=2[C:9]2[C:4](=[CH:5][CH:6]=[N:7][CH:8]=2)[N:3]=1.